Dataset: Full USPTO retrosynthesis dataset with 1.9M reactions from patents (1976-2016). Task: Predict the reactants needed to synthesize the given product. Given the product [C:6]([NH2:8])(=[O:7])[C:5]1[CH:38]=[CH:39][CH:2]=[CH:3][CH:4]=1, predict the reactants needed to synthesize it. The reactants are: Cl[C:2]1[CH:39]=[CH:38][C:5]([C:6]([NH:8]C2N(C3CCCNC3)C3C=CC(CN([C@H](C(C)(C)C)C)C(=O)C(F)(F)F)=CC=3N=2)=[O:7])=[CH:4][CH:3]=1.CCN=C=NCCCN(C)C.Cl.C1C=CC2N(O)N=NC=2C=1.O.